This data is from Full USPTO retrosynthesis dataset with 1.9M reactions from patents (1976-2016). The task is: Predict the reactants needed to synthesize the given product. (1) The reactants are: [CH2:1]([C:3]1[N:7]([C:8]2[N:16]=[C:15]3[C:11]([N:12]=[C:13]([CH:18]=O)[N:14]3[CH3:17])=[C:10]([N:20]3[CH2:25][CH2:24][O:23][CH2:22][CH2:21]3)[N:9]=2)[C:6]2[CH:26]=[CH:27][CH:28]=[CH:29][C:5]=2[N:4]=1)[CH3:2].[C:30]([N:34]1[CH2:39][CH2:38][NH:37][CH2:36][C:35]1=[O:40])([CH3:33])([CH3:32])[CH3:31].C(O[BH-](OC(=O)C)OC(=O)C)(=O)C.[Na+]. Given the product [C:30]([N:34]1[CH2:39][CH2:38][N:37]([CH2:18][C:13]2[N:14]([CH3:17])[C:15]3[C:11]([N:12]=2)=[C:10]([N:20]2[CH2:21][CH2:22][O:23][CH2:24][CH2:25]2)[N:9]=[C:8]([N:7]2[C:6]4[CH:26]=[CH:27][CH:28]=[CH:29][C:5]=4[N:4]=[C:3]2[CH2:1][CH3:2])[N:16]=3)[CH2:36][C:35]1=[O:40])([CH3:33])([CH3:31])[CH3:32], predict the reactants needed to synthesize it. (2) Given the product [CH2:1]([N:4]1[C:12]2[C:7](=[N:8][C:9]([NH2:14])=[N:10][C:11]=2[Cl:36])[N:6]([C@@H:15]2[O:27][C@H:26]([CH2:28][O:29][C:30](=[O:32])[CH3:31])[C@@H:21]([O:22][C:23](=[O:25])[CH3:24])[C@H:16]2[O:17][C:18](=[O:20])[CH3:19])[C:5]1=[O:33])[CH:2]=[CH2:3], predict the reactants needed to synthesize it. The reactants are: [CH2:1]([N:4]1[C:12]2[C:11](=O)[NH:10][C:9]([NH2:14])=[N:8][C:7]=2[N:6]([C@@H:15]2[O:27][C@H:26]([CH2:28][O:29][C:30](=[O:32])[CH3:31])[C@@H:21]([O:22][C:23](=[O:25])[CH3:24])[C@H:16]2[O:17][C:18](=[O:20])[CH3:19])[C:5]1=[O:33])[CH:2]=[CH2:3].P(Cl)(Cl)([Cl:36])=O. (3) Given the product [C:1]([C:3]1[CH:8]=[CH:7][C:6]([C:9]2[CH:10]=[N:11][N:12]([C:15]3[CH:23]=[CH:22][C:18]([C:19]([NH:28][CH:25]([CH3:27])[CH3:26])=[O:21])=[CH:17][N:16]=3)[C:13]=2[OH:14])=[C:5]([CH3:24])[CH:4]=1)#[N:2], predict the reactants needed to synthesize it. The reactants are: [C:1]([C:3]1[CH:8]=[CH:7][C:6]([C:9]2[CH:10]=[N:11][N:12]([C:15]3[CH:23]=[CH:22][C:18]([C:19]([OH:21])=O)=[CH:17][N:16]=3)[C:13]=2[OH:14])=[C:5]([CH3:24])[CH:4]=1)#[N:2].[CH:25]([NH2:28])([CH3:27])[CH3:26]. (4) Given the product [S:6]([O:5][CH2:4][CH2:3][CH2:2][NH:1][C:13]([NH2:15])=[NH:14])([OH:10])(=[O:8])=[O:7], predict the reactants needed to synthesize it. The reactants are: [NH2:1][CH2:2][CH2:3][CH2:4][OH:5].[S:6]([OH:10])(O)(=[O:8])=[O:7].CS[C:13](=[NH:15])[NH2:14]. (5) The reactants are: [CH:1]([C:4]1[N:5]=[C:6]([C:11]2[CH:16]=[CH:15][C:14]([C:17]([F:20])([F:19])[F:18])=[CH:13][CH:12]=2)[O:7][C:8]=1[CH2:9][OH:10])([CH3:3])[CH3:2].C(C1N=C(C2C=CC(C(F)(F)F)=CC=2)OC=1C=O)(C)C.CC(OI1(OC(C)=O)(OC(C)=O)OC(=O)C2C=CC=CC1=2)=O. Given the product [CH:1]([C:4]1[N:5]=[C:6]([C:11]2[CH:16]=[CH:15][C:14]([C:17]([F:19])([F:20])[F:18])=[CH:13][CH:12]=2)[O:7][C:8]=1[CH:9]=[O:10])([CH3:3])[CH3:2], predict the reactants needed to synthesize it. (6) Given the product [F:1][C:2]1[CH:27]=[C:26]([NH2:28])[CH:25]=[CH:24][C:3]=1[O:4][C:5]1[C:10]2=[C:11]([CH3:23])[C:12]([O:14][CH2:15][CH2:16][N:17]3[CH2:18][CH2:19][O:20][CH2:21][CH2:22]3)=[CH:13][N:9]2[N:8]=[CH:7][N:6]=1, predict the reactants needed to synthesize it. The reactants are: [F:1][C:2]1[CH:27]=[C:26]([N+:28]([O-])=O)[CH:25]=[CH:24][C:3]=1[O:4][C:5]1[C:10]2=[C:11]([CH3:23])[C:12]([O:14][CH2:15][CH2:16][N:17]3[CH2:22][CH2:21][O:20][CH2:19][CH2:18]3)=[CH:13][N:9]2[N:8]=[CH:7][N:6]=1.[NH4+].[Cl-].